Dataset: Reaction yield outcomes from USPTO patents with 853,638 reactions. Task: Predict the reaction yield, written as a fraction of the theoretical maximum amount of product (1.0 means a 100% yield; for example, 0.34 means a 34% yield). The product is [Br:12][C:13]1[CH:18]=[CH:17][C:16]([C@@H:19]([NH:21][CH2:10][CH2:9][C:8]([C:3]2[CH:4]=[CH:5][CH:6]=[CH:7][C:2]=2[F:1])=[O:11])[CH3:20])=[CH:15][CH:14]=1. The reactants are [F:1][C:2]1[CH:7]=[CH:6][CH:5]=[CH:4][C:3]=1[C:8](=[O:11])[CH:9]=[CH2:10].[Br:12][C:13]1[CH:18]=[CH:17][C:16]([C@@H:19]([NH2:21])[CH3:20])=[CH:15][CH:14]=1. The yield is 0.307. The catalyst is CC#N.